From a dataset of Catalyst prediction with 721,799 reactions and 888 catalyst types from USPTO. Predict which catalyst facilitates the given reaction. (1) Reactant: Cl.[CH3:2][C:3]1[CH:8]=[CH:7][C:6]([S:9]([O:12][CH2:13][C@H:14]2[O:19][C:18]3[CH:20]=[C:21]([NH2:25])[C:22]([F:24])=[CH:23][C:17]=3[O:16][CH2:15]2)(=[O:11])=[O:10])=[CH:5][CH:4]=1.Cl.[C:27]1(Cl)[C:33](=O)C(Cl)=C(Cl)C(=O)[C:28]=1Cl.C(C=C)=O.[OH-].[Na+]. Product: [CH3:2][C:3]1[CH:8]=[CH:7][C:6]([S:9]([O:12][CH2:13][CH:14]2[O:19][C:18]3=[C:20]4[C:21](=[C:22]([F:24])[CH:23]=[C:17]3[O:16][CH2:15]2)[N:25]=[CH:33][CH:27]=[CH:28]4)(=[O:11])=[O:10])=[CH:5][CH:4]=1. The catalyst class is: 8. (2) Reactant: [CH:1]12[CH2:7][CH:4]([CH:5]=[CH:6]1)[CH2:3][CH2:2]2.CC1C=C(OC)C=CC=1C=C[C:13]([O-])=[O:14].C(N(CC)CC)C.C(Cl)(=O)C=CC1C=CC=CC=1. Product: [CH:1]12[CH2:7][CH:4]([CH:3]=[CH:2]1)[CH2:5][CH:6]2[CH2:13][OH:14]. The catalyst class is: 56.